This data is from Full USPTO retrosynthesis dataset with 1.9M reactions from patents (1976-2016). The task is: Predict the reactants needed to synthesize the given product. (1) Given the product [Cl:1][C:2]1[CH:7]=[CH:6][C:5]([C:8]2[N:12]=[C:11]([N:13]3[CH2:18][CH2:17][N:16]([CH2:20][C:21]([C:23]4[CH:28]=[CH:27][C:26]([O:29][CH3:30])=[CH:25][CH:24]=4)=[O:22])[CH2:15][CH2:14]3)[S:10][N:9]=2)=[CH:4][CH:3]=1, predict the reactants needed to synthesize it. The reactants are: [Cl:1][C:2]1[CH:7]=[CH:6][C:5]([C:8]2[N:12]=[C:11]([N:13]3[CH2:18][CH2:17][NH:16][CH2:15][CH2:14]3)[S:10][N:9]=2)=[CH:4][CH:3]=1.Br[CH2:20][C:21]([C:23]1[CH:28]=[CH:27][C:26]([O:29][CH3:30])=[CH:25][CH:24]=1)=[O:22].CCN(C(C)C)C(C)C. (2) Given the product [C:5]([O:9][C:10]([NH:12][C@@H:13]1[CH2:18][CH2:17][CH2:16][N:15]([C:19]2[NH:40][C:22]3[C:23](=[O:39])[N:24]([CH3:38])[C:25]4[CH:26]=[C:27]([C:31]([O:33][C:34]([CH3:37])([CH3:36])[CH3:35])=[O:32])[CH:28]=[CH:29][C:30]=4[C:21]=3[N:20]=2)[CH2:14]1)=[O:11])([CH3:8])([CH3:6])[CH3:7], predict the reactants needed to synthesize it. The reactants are: C([O-])=O.[NH4+].[C:5]([O:9][C:10]([NH:12][C@@H:13]1[CH2:18][CH2:17][CH2:16][N:15]([C:19]2[N:40](CC3C=CC=CC=3Cl)[C:22]3[C:23](=[O:39])[N:24]([CH3:38])[C:25]4[CH:26]=[C:27]([C:31]([O:33][C:34]([CH3:37])([CH3:36])[CH3:35])=[O:32])[CH:28]=[CH:29][C:30]=4[C:21]=3[N:20]=2)[CH2:14]1)=[O:11])([CH3:8])([CH3:7])[CH3:6]. (3) Given the product [Br:1][C:15]1[CH:16]=[C:17]2[C:6]3([CH2:7][CH2:8][S:3][C:4]([NH2:18])=[N:5]3)[CH2:9][CH2:10][O:11][C:12]2=[CH:13][CH:14]=1, predict the reactants needed to synthesize it. The reactants are: [Br:1]Br.[S:3]1[CH2:8][CH2:7][C:6]2([C:17]3[C:12](=[CH:13][CH:14]=[CH:15][CH:16]=3)[O:11][CH2:10][CH2:9]2)[N:5]=[C:4]1[NH2:18].[OH-].[Na+]. (4) Given the product [F:1][C:2]1[CH:3]=[C:4]([C:21]([NH2:23])=[O:22])[C:5]2[O:9][C:8]([C:10]3[CH:15]=[CH:14][C:13]([CH2:16][NH:17][CH3:18])=[CH:12][C:11]=3[F:24])=[CH:7][C:6]=2[CH:20]=1, predict the reactants needed to synthesize it. The reactants are: [F:1][C:2]1[CH:3]=[C:4]([C:21]([NH2:23])=[O:22])[C:5]2[O:9][C:8]([C:10]3[CH:15]=[CH:14][C:13]([CH2:16][N:17](C)[CH3:18])=[CH:12][CH:11]=3)=[CH:7][C:6]=2[CH:20]=1.[F:24]C1C=C(C(OC)=O)C2OC(C3C=CC(CNC)=CC=3F)=CC=2C=1. (5) Given the product [Cl-:28].[OH:4][C:5]1[CH:10]=[C:9]([C:11]2[N+:12]([CH3:26])=[C:13]([CH3:25])[C:14]3[C:19]([CH:20]=2)=[CH:18][C:17]([O:21][CH3:22])=[C:16]([O:23][CH3:24])[CH:15]=3)[CH:8]=[CH:7][C:6]=1[OH:2], predict the reactants needed to synthesize it. The reactants are: [Cl-].[O:2]1[C:6]2[CH:7]=[CH:8][C:9]([C:11]3[N+:12]([CH3:26])=[C:13]([CH3:25])[C:14]4[C:19]([CH:20]=3)=[CH:18][C:17]([O:21][CH3:22])=[C:16]([O:23][CH3:24])[CH:15]=4)=[CH:10][C:5]=2[O:4]C1.B(Cl)(Cl)[Cl:28].[Cl-]. (6) The reactants are: [NH:1]1[C:5]2[CH:6]=[CH:7][C:8]([C:10]([N:12]3[CH2:17][CH2:16][O:15][CH2:14][CH2:13]3)=O)=[CH:9][C:4]=2[N:3]=[CH:2]1.[H-].[H-].[H-].[H-].[Li+].[Al+3]. Given the product [N:12]1([CH2:10][C:8]2[CH:7]=[CH:6][C:5]3[NH:1][CH:2]=[N:3][C:4]=3[CH:9]=2)[CH2:13][CH2:14][O:15][CH2:16][CH2:17]1, predict the reactants needed to synthesize it. (7) Given the product [CH3:23][O:24][C:25]1[CH:26]=[C:27]([NH:42][C:13]([C:11]2[S:12][C:8]([C:5]3[CH:4]=[CH:3][C:2]([Cl:1])=[CH:7][CH:6]=3)=[CH:9][C:10]=2[CH3:16])=[O:15])[CH:28]=[CH:29][C:30]=1[O:31][Si:32]([CH:36]([CH3:38])[CH3:37])([CH:39]([CH3:41])[CH3:40])[CH:33]([CH3:35])[CH3:34], predict the reactants needed to synthesize it. The reactants are: [Cl:1][C:2]1[CH:7]=[CH:6][C:5]([C:8]2[S:12][C:11]([C:13]([OH:15])=O)=[C:10]([CH3:16])[CH:9]=2)=[CH:4][CH:3]=1.C(Cl)(=O)C(Cl)=O.[CH3:23][O:24][C:25]1[CH:26]=[C:27]([NH2:42])[CH:28]=[CH:29][C:30]=1[O:31][Si:32]([CH:39]([CH3:41])[CH3:40])([CH:36]([CH3:38])[CH3:37])[CH:33]([CH3:35])[CH3:34].CCN(CC)CC.